This data is from Reaction yield outcomes from USPTO patents with 853,638 reactions. The task is: Predict the reaction yield, written as a fraction of the theoretical maximum amount of product (1.0 means a 100% yield; for example, 0.34 means a 34% yield). (1) The reactants are [OH-].[Li+].[F:3][C:4]([F:32])([F:31])[C:5]1[N:6]=[CH:7][N:8]([C:10]2[CH:30]=[CH:29][C:13]([O:14][CH:15]([C:19]3[CH:28]=[CH:27][C:22]([C:23]([O:25]C)=[O:24])=[CH:21][CH:20]=3)[CH2:16][CH2:17][CH3:18])=[CH:12][CH:11]=2)[CH:9]=1.Cl. The catalyst is O1CCCC1. The product is [F:32][C:4]([F:3])([F:31])[C:5]1[N:6]=[CH:7][N:8]([C:10]2[CH:11]=[CH:12][C:13]([O:14][CH:15]([C:19]3[CH:28]=[CH:27][C:22]([C:23]([OH:25])=[O:24])=[CH:21][CH:20]=3)[CH2:16][CH2:17][CH3:18])=[CH:29][CH:30]=2)[CH:9]=1. The yield is 0.870. (2) The reactants are [NH2:1][CH:2]1[CH2:7][CH:6]2[CH:8]([OH:9])[CH:3]1[CH2:4][CH2:5]2.C(N(CC)CC)C.[Cl:17][C:18]1[CH:23]=[CH:22][C:21]([S:24](Cl)(=[O:26])=[O:25])=[CH:20][CH:19]=1.C(OCC)(=O)C. The catalyst is O1CCCC1. The product is [Cl:17][C:18]1[CH:23]=[CH:22][C:21]([S:24]([NH:1][CH:2]2[CH2:7][CH:6]3[CH:8]([OH:9])[CH:3]2[CH2:4][CH2:5]3)(=[O:26])=[O:25])=[CH:20][CH:19]=1. The yield is 0.700.